This data is from Reaction yield outcomes from USPTO patents with 853,638 reactions. The task is: Predict the reaction yield, written as a fraction of the theoretical maximum amount of product (1.0 means a 100% yield; for example, 0.34 means a 34% yield). The catalyst is C1COCC1. The reactants are [CH3:1][O:2][C:3](=[O:11])[CH2:4]P(OC)(OC)=O.[H-].[Na+].[CH2:14]([O:21][CH2:22][CH2:23][CH2:24][CH2:25][CH2:26][CH2:27][CH2:28][CH2:29][CH2:30][CH2:31][CH2:32]/[CH:33]=[CH:34]\[CH2:35][CH2:36][CH2:37][CH:38]([C:45]([O:47][CH3:48])=[O:46])[C:39](=O)[C:40]([O:42][CH3:43])=[O:41])[C:15]1[CH:20]=[CH:19][CH:18]=[CH:17][CH:16]=1. The product is [CH2:14]([O:21][CH2:22][CH2:23][CH2:24][CH2:25][CH2:26][CH2:27][CH2:28][CH2:29][CH2:30][CH2:31][CH2:32]/[CH:33]=[CH:34]\[CH2:35][CH2:36][CH2:37]/[C:38](/[C:45]([O:47][CH3:48])=[O:46])=[C:39](/[C:40]([O:42][CH3:43])=[O:41])\[CH2:4][C:3]([O:2][CH3:1])=[O:11])[C:15]1[CH:20]=[CH:19][CH:18]=[CH:17][CH:16]=1. The yield is 0.500.